Task: Predict which catalyst facilitates the given reaction.. Dataset: Catalyst prediction with 721,799 reactions and 888 catalyst types from USPTO (1) Reactant: Cl[C:2]1[C:6]2[CH:7]=[CH:8][CH:9]=[CH:10][C:5]=2[S:4](=[O:12])(=[O:11])[N:3]=1.[Cl:13][C:14]1[C:18]([Cl:19])=[C:17]([CH2:20][OH:21])[S:16][N:15]=1.C(N(CC)CC)C.O. Product: [Cl:13][C:14]1[C:18]([Cl:19])=[C:17]([CH2:20][O:21][C:2]2[C:6]3[CH:7]=[CH:8][CH:9]=[CH:10][C:5]=3[S:4](=[O:12])(=[O:11])[N:3]=2)[S:16][N:15]=1. The catalyst class is: 10. (2) Reactant: [Cl:1][C:2]1[N:7]=[CH:6][C:5]2[C:8](=[O:11])[O:9][CH2:10][C:4]=2[CH:3]=1.[BH4-].[Na+].Cl. Product: [Cl:1][C:2]1[N:7]=[CH:6][C:5]([CH2:8][OH:11])=[C:4]([CH2:10][OH:9])[CH:3]=1. The catalyst class is: 8. (3) Reactant: [NH:1]1[CH2:6][CH2:5][NH:4][CH2:3][C:2]1=[O:7].C(N(CC)CC)C.[Cl:15][C:16]1[C:24]([Cl:25])=[C:23]([CH3:26])[CH:22]=[CH:21][C:17]=1[C:18](Cl)=[O:19]. Product: [Cl:15][C:16]1[C:24]([Cl:25])=[C:23]([CH3:26])[CH:22]=[CH:21][C:17]=1[C:18]([N:4]1[CH2:5][CH2:6][NH:1][C:2](=[O:7])[CH2:3]1)=[O:19]. The catalyst class is: 4.